Regression. Given a peptide amino acid sequence and an MHC pseudo amino acid sequence, predict their binding affinity value. This is MHC class II binding data. From a dataset of Peptide-MHC class II binding affinity with 134,281 pairs from IEDB. The peptide sequence is NGSAEVHRGAVPRRG. The MHC is HLA-DQA10501-DQB10201 with pseudo-sequence HLA-DQA10501-DQB10201. The binding affinity (normalized) is 0.